From a dataset of Catalyst prediction with 721,799 reactions and 888 catalyst types from USPTO. Predict which catalyst facilitates the given reaction. (1) The catalyst class is: 7. Reactant: [CH2:1]([N:8]1[C:16]2[C:11](=[CH:12][CH:13]=[CH:14][C:15]=2[CH2:17][CH3:18])[C:10]2[CH2:19][CH2:20][O:21][C:22]([CH2:25][C:26](O)=[O:27])([CH2:23][CH3:24])[C:9]1=2)[C:2]1[CH:7]=[CH:6][CH:5]=[CH:4][CH:3]=1. Product: [CH2:1]([N:8]1[C:16]2[C:11](=[CH:12][CH:13]=[CH:14][C:15]=2[CH2:17][CH3:18])[C:10]2[CH2:19][CH2:20][O:21][C:22]([CH2:25][CH2:26][OH:27])([CH2:23][CH3:24])[C:9]1=2)[C:2]1[CH:7]=[CH:6][CH:5]=[CH:4][CH:3]=1. (2) Reactant: [CH2:1]([O:3][C:4](=[O:15])[C:5](O)=[CH:6][C:7]([CH:9]1[CH2:13][CH2:12][CH2:11][CH2:10]1)=[O:8])[CH3:2].Cl.[NH2:17]O. Product: [CH2:1]([O:3][C:4]([C:5]1[CH:6]=[C:7]([CH:9]2[CH2:13][CH2:12][CH2:11][CH2:10]2)[O:8][N:17]=1)=[O:15])[CH3:2]. The catalyst class is: 353. (3) Reactant: [Si]([O:8][CH2:9][CH2:10][N:11]([CH3:41])[C:12]([C:14]1[C:19]([O:20][CH2:21][C:22]2[CH:27]=[CH:26][CH:25]=[CH:24][CH:23]=2)=[C:18]([OH:28])[N:17]=[C:16]([CH2:29][C:30]2([C:35]3[CH:40]=[CH:39][CH:38]=[CH:37][N:36]=3)[CH2:34][CH2:33][CH2:32][CH2:31]2)[N:15]=1)=[O:13])(C(C)(C)C)(C)C.Cl. Product: [OH:8][CH2:9][CH2:10][N:11]([CH3:41])[C:12]([C:14]1[C:19]([O:20][CH2:21][C:22]2[CH:27]=[CH:26][CH:25]=[CH:24][CH:23]=2)=[C:18]([OH:28])[N:17]=[C:16]([CH2:29][C:30]2([C:35]3[CH:40]=[CH:39][CH:38]=[CH:37][N:36]=3)[CH2:34][CH2:33][CH2:32][CH2:31]2)[N:15]=1)=[O:13]. The catalyst class is: 7. (4) Reactant: [CH3:1][O:2][C:3]([C:5]1[CH:10]=[CH:9][C:8]([C:11]2[CH:16]=[CH:15][C:14]([CH:17]([C:28]3[CH:33]=[CH:32][CH:31]=[CH:30][C:29]=3[CH3:34])[CH2:18][C:19]([C:21]3[CH:26]=[CH:25][N:24]=[C:23]([CH3:27])[CH:22]=3)=O)=[CH:13][CH:12]=2)=[CH:7][CH:6]=1)=[O:4].Cl.[NH2:36][OH:37].C(=O)([O-])O.[Na+].[NH4+].[Cl-]. Product: [CH3:1][O:2][C:3]([C:5]1[CH:6]=[CH:7][C:8]([C:11]2[CH:12]=[CH:13][C:14]([CH:17]([C:28]3[CH:33]=[CH:32][CH:31]=[CH:30][C:29]=3[CH3:34])[CH2:18][C:19](=[N:36][OH:37])[C:21]3[CH:26]=[CH:25][N:24]=[C:23]([CH3:27])[CH:22]=3)=[CH:15][CH:16]=2)=[CH:9][CH:10]=1)=[O:4]. The catalyst class is: 40. (5) Reactant: [CH3:1][C:2]([O:5][C:6]([NH:8][C@@H:9]([CH2:13][CH3:14])[C:10]([OH:12])=O)=[O:7])([CH3:4])[CH3:3].C(N1C=CN=C1)(N1C=CN=C1)=O.Cl.[CH3:28][NH:29][O:30][CH3:31].CCN(C(C)C)C(C)C. Product: [CH3:28][N:29]([O:30][CH3:31])[C:10]([C@@H:9]([NH:8][C:6](=[O:7])[O:5][C:2]([CH3:1])([CH3:3])[CH3:4])[CH2:13][CH3:14])=[O:12]. The catalyst class is: 118.